From a dataset of Experimentally validated miRNA-target interactions with 360,000+ pairs, plus equal number of negative samples. Binary Classification. Given a miRNA mature sequence and a target amino acid sequence, predict their likelihood of interaction. (1) The miRNA is hsa-miR-125b-5p with sequence UCCCUGAGACCCUAACUUGUGA. The protein sequence of the target gene is MLDICLEKRVGTTLAAPKCNSSTVRFQGLAEGTKGTMKMDMEDADMTLWTEAEFEEKCTYIVNDHPWDSGADGGTSVQAEASLPRNLLFKYATNSEEVIGVMSKEYIPKGTRFGPLIGEIYTNDTVPKNANRKYFWRIYSRGELHHFIDGFNEEKSNWMRYVNPAHSPREQNLAACQNGMNIYFYTIKPIPANQELLVWYCRDFAERLHYPYPGELTMMNLTQTQSSLKQPSTEKNELCPKNVPKREYSVKEILKLDSNPSKGKDLYRSNISPLTSEKDLDDFRRRGSPEMPFYPRVVYP.... Result: 1 (interaction). (2) The miRNA is hsa-miR-203a-3p with sequence GUGAAAUGUUUAGGACCACUAG. The protein sequence of the target gene is MISWEVVHTVFLFALLYSSLAQDASPQSEIRAEEIPEGASTLAFVFDVTGSMYDDLVQVIEGASKILETSLKRPKRPLFNFALVPFHDPEIGPVTITTDPKKFQYELRELYVQGGGDCPEMSIGAIKIALEISLPGSFIYVFTDARSKDYRLTHEVLQLIQQKQSQVVFVLTGDCDDRTHIGYKVYEEIASTSSGQVFHLDKKQVNEVLKWVEEAVQASKVHLLSTDHLEQAVNTWRIPFDPSLKEVTVSLSGPSPMIEIRNPLGKLIKKGFGLHELLNIHNSAKVVNVKEPEAGMWTVK.... Result: 0 (no interaction). (3) The miRNA is hsa-miR-410-3p with sequence AAUAUAACACAGAUGGCCUGU. The protein sequence of the target gene is MAASPSKTEIQTIFKRLRAIPTNKACFDCGAKSPSWASITYGVFLCIDCSGVHRSLGVHLSFIRSTELDSNWSWLQLRCMQVGGNANATAFFRQHGCMANDANTKYTSRAAQMYREKIRQLGSAALTRHGTDLWIDSMNSAPSHSPEKKDSDFFTEHTQAPAWDTAATDPSGTQQPALPSESSSLAQPEQGPNTDLLGTSPQASLELKSSIIGKKKPAAAKKGLGAKKGLGAQKVSNQSFTEIERQAQVAEKLREQQAADAKKQAEESMVASMRLAYQELQIDRKKEEKKLQNLEGKKRE.... Result: 0 (no interaction). (4) The miRNA is hsa-miR-6786-3p with sequence UGACGCCCCUUCUGAUUCUGCCU. The protein sequence of the target gene is MTSLFRRSSSGSGGGGTAGARGGGGGTAAPQELNNSRPARQVRRLEFNQAMDDFKTMFPNMDYDIIECVLRANSGAVDATIDQLLQMNLEGGGSSGGVYEDSSDSEDSIPPEILERTLEPDSSDEEPPPVYSPPAYHMHVFDRPYPLAPPTPPPRIDALGSGAPTSQRRYRNWNPPLLGNLPDDFLRILPQQLDSIQGNAGGPKPGSGEGCPPAMAGPGPGDQESRWKQYLEDERIALFLQNEEFMKELQRNRDFLLALERDRLKYESQKSKSSSVAVGNDFGFSSPVPGTGDANPAVSE.... Result: 0 (no interaction). (5) The miRNA is hsa-miR-4477b with sequence AUUAAGGACAUUUGUGAUUGAU. The protein sequence of the target gene is MTAPVPAPRILLPLLLLLLLTPPPGARGEVCMASRGLSLFPESCPDFCCGTCDDQYCCSDVLKKFVWSEERCAVPEASVPASVEPVEQLGSALRFRPGYNDPMSGFGATLAVGLTIFVLSVVTIIICFTCSCCCLYKTCRRPRPVVTTTTSTTVVHAPYPQPPSVPPSYPGPSYQGYHTMPPQPGMPAAPYPMQYPPPYPAQPMGPPAYHETLAGGAAAPYPASQPPYNPAYMDAPKAAL. Result: 0 (no interaction). (6) The miRNA is mmu-miR-491-5p with sequence AGUGGGGAACCCUUCCAUGAGG. The protein sequence of the target gene is MRRERPELRDAEGRLRLRAGCLVTAWPRAPSGAGSWSMAAASPWPASWGFPDASSTVPSLCTEARAGRGGPATARSRVSADSQGGRAGSSSPSSALRLCCAGPSQAHPGPSPAVLPGRCGLLGSFPRPPAPQGRWGPSLG. Result: 0 (no interaction). (7) The protein sequence of the target gene is MPAGVPMSTYLKMFAASLLAMCAGAEVVHRYYRPDLTIPEIPPKRGELKTELLGLKERKHKPQVSQQEELK. The miRNA is hsa-miR-4464 with sequence AAGGUUUGGAUAGAUGCAAUA. Result: 1 (interaction). (8) The miRNA is mmu-miR-378b with sequence CUGGACUUGGAGUCAGAAGA. The protein sequence of the target gene is MSRPQLRRWRLVSSPPSGVPGLALLALLALLALRLAAGTDCPCPEPELCRPIRHHPDFEVFVFDVGQKTWKSYDWSQITTVATFGKYDSELMCYAHSKGARVVLKGDVSLKDIIDPAFRASWIAQKLNLAKTQYMDGINIDIEQEVNCLSPEYDALTALVKETTDSFHREIEGSQVTFDVAWSPKNIDRRCYNYTGIADACDFLFVMSYDEQSQIWSECIAAANAPYNQTLTGYNDYIKMSINPKKLVMGVPWYGYDYTCLNLSEDHVCTIAKVPFRGAPCSDAAGRQVPYKTIMKQINS.... Result: 0 (no interaction).